From a dataset of Forward reaction prediction with 1.9M reactions from USPTO patents (1976-2016). Predict the product of the given reaction. (1) The product is: [OH:1][C:2]1[CH:7]=[CH:6][CH:5]=[CH:4][C:3]=1[CH2:8][CH2:9][CH2:10][C:11]([O:13][CH3:19])=[O:12]. Given the reactants [OH:1][C:2]1[CH:7]=[CH:6][CH:5]=[CH:4][C:3]=1[CH2:8][CH2:9][CH2:10][C:11]([OH:13])=[O:12].S(=O)(=O)(O)O.[CH3:19]O, predict the reaction product. (2) Given the reactants [CH3:1][O:2][P:3](/[CH:7]=[CH:8]/[C@H:9]1[O:18][CH:12]2[O:13][C:14]([CH3:17])([CH3:16])[O:15][C@@H:11]2[CH2:10]1)(=[O:6])[O:4][CH3:5].CCOC(C)=O.OS(O)(=O)=O.CCO, predict the reaction product. The product is: [CH3:1][O:2][P:3]([CH2:7][CH2:8][C@H:9]1[O:18][CH:12]2[O:13][C:14]([CH3:16])([CH3:17])[O:15][C@@H:11]2[CH2:10]1)(=[O:6])[O:4][CH3:5]. (3) Given the reactants [CH2:1]([O:8][C:9]([NH:11][C@H:12]1[CH2:15][C@@H:14]([C:16]([OH:18])=O)[C:13]1([CH3:20])[CH3:19])=[O:10])[C:2]1[CH:7]=[CH:6][CH:5]=[CH:4][CH:3]=1.[CH:21]1[CH:22]=[CH:23]C2N(O)N=[N:27][C:25]=2[CH:26]=1.N1CCCCC1.CCN(CC)CC, predict the reaction product. The product is: [CH3:19][C:13]1([CH3:20])[C@H:14]([C:16]([N:27]2[CH2:23][CH2:22][CH2:21][CH2:26][CH2:25]2)=[O:18])[CH2:15][C@@H:12]1[NH:11][C:9](=[O:10])[O:8][CH2:1][C:2]1[CH:3]=[CH:4][CH:5]=[CH:6][CH:7]=1. (4) Given the reactants [CH3:1][C:2]1[CH2:7][CH2:6][CH2:5][C:4]([CH3:9])([CH3:8])[C:3]=1[CH:10]=O.[CH2:12]([O:14][C:15]1[CH:16]=[C:17]([CH:19]=[CH:20][CH:21]=1)[NH2:18])[CH3:13].C(O)(=O)C.C([BH3-])#N.[Na+], predict the reaction product. The product is: [CH2:12]([O:14][C:15]1[CH:16]=[C:17]([CH:19]=[CH:20][CH:21]=1)[NH:18][CH2:10][C:3]1[C:4]([CH3:8])([CH3:9])[CH2:5][CH2:6][CH2:7][C:2]=1[CH3:1])[CH3:13]. (5) Given the reactants [H-].[Al+3].[Li+].[H-].[H-].[H-].[C:7]([O:11][C:12]([N:14]1[CH2:19][CH2:18][N:17]([C:20]2[C:21]([C:42]3[CH:47]=[C:46]([Cl:48])[C:45]([O:49][CH2:50][C:51]4[CH:56]=[CH:55][CH:54]=[CH:53][CH:52]=4)=[CH:44][C:43]=3[O:57][CH2:58][C:59]3[CH:64]=[CH:63][CH:62]=[CH:61][CH:60]=3)=[N:22][N:23]([S:32]([C:35]3[CH:40]=[CH:39][C:38]([CH3:41])=[CH:37][CH:36]=3)(=[O:34])=[O:33])[C:24]=2[C:25](OCC(C)C)=[O:26])[CH2:16][CH2:15]1)=[O:13])([CH3:10])([CH3:9])[CH3:8].CO, predict the reaction product. The product is: [C:7]([O:11][C:12]([N:14]1[CH2:15][CH2:16][N:17]([C:20]2[C:21]([C:42]3[CH:47]=[C:46]([Cl:48])[C:45]([O:49][CH2:50][C:51]4[CH:56]=[CH:55][CH:54]=[CH:53][CH:52]=4)=[CH:44][C:43]=3[O:57][CH2:58][C:59]3[CH:64]=[CH:63][CH:62]=[CH:61][CH:60]=3)=[N:22][N:23]([S:32]([C:35]3[CH:36]=[CH:37][C:38]([CH3:41])=[CH:39][CH:40]=3)(=[O:33])=[O:34])[C:24]=2[CH2:25][OH:26])[CH2:18][CH2:19]1)=[O:13])([CH3:10])([CH3:8])[CH3:9]. (6) The product is: [CH2:3]([O:10][C:11](=[O:12])[NH:13][C@H:14]([C:22]1[CH:27]=[CH:26][C:25]([O:28][CH3:29])=[CH:24][CH:23]=1)[C@H:15]([OH:21])[CH2:16][OH:17])[C:4]1[CH:9]=[CH:8][CH:7]=[CH:6][CH:5]=1. Given the reactants [BH4-].[Na+].[CH2:3]([O:10][C:11]([NH:13][C@H:14]([C:22]1[CH:27]=[CH:26][C:25]([O:28][CH3:29])=[CH:24][CH:23]=1)[C@H:15]([OH:21])[C:16](OCC)=[O:17])=[O:12])[C:4]1[CH:9]=[CH:8][CH:7]=[CH:6][CH:5]=1, predict the reaction product.